This data is from Full USPTO retrosynthesis dataset with 1.9M reactions from patents (1976-2016). The task is: Predict the reactants needed to synthesize the given product. (1) Given the product [NH:1]1[C:5]2[CH:6]=[CH:7][C:8]([N:10]3[CH:24]([C:23]4[CH:26]=[CH:27][C:20]([N:17]5[CH2:18][CH2:19][N:14]([CH:11]6[CH2:13][CH2:12]6)[CH2:15][CH2:16]5)=[CH:21][CH:22]=4)[C:30](=[O:31])[CH2:29][C:28]3=[O:33])=[CH:9][C:4]=2[N:3]=[CH:2]1, predict the reactants needed to synthesize it. The reactants are: [NH:1]1[C:5]2[CH:6]=[CH:7][C:8]([NH2:10])=[CH:9][C:4]=2[N:3]=[CH:2]1.[CH:11]1([N:14]2[CH2:19][CH2:18][N:17]([C:20]3[CH:27]=[CH:26][C:23]([CH:24]=O)=[CH:22][CH:21]=3)[CH2:16][CH2:15]2)[CH2:13][CH2:12]1.[C:28](OC(C)(C)C)(=[O:33])[CH2:29][C:30]([O-])=[O:31].C(=O)(OC)OC(C)(C)C[N+]#[C-].CC(C)([O-])C.[Na+]. (2) Given the product [CH3:48][CH:49]([CH3:52])[CH2:50][NH:51][C:21]([C@H:9]1[CH2:10][N:11]([C:14]([O:16][C:17]([CH3:19])([CH3:20])[CH3:18])=[O:15])[CH2:12][CH2:13][N:8]1[C:6]([O:5][C:1]([CH3:4])([CH3:2])[CH3:3])=[O:7])=[O:23], predict the reactants needed to synthesize it. The reactants are: [C:1]([O:5][C:6]([N:8]1[CH2:13][CH2:12][N:11]([C:14]([O:16][C:17]([CH3:20])([CH3:19])[CH3:18])=[O:15])[CH2:10][C@@H:9]1[C:21]([OH:23])=O)=[O:7])([CH3:4])([CH3:3])[CH3:2].CN(C(ON1N=NC2C=CC=NC1=2)=[N+](C)C)C.F[P-](F)(F)(F)(F)F.[CH3:48][CH:49]([CH3:52])[CH2:50][NH2:51].CCN(C(C)C)C(C)C. (3) Given the product [ClH:15].[Cl:15][C:11]1[CH:10]=[C:9]2[C:14]([C:5]([NH:4][CH2:3][CH2:2][N:26]3[CH2:27][CH2:28][N:23]([C:20]4[CH:19]=[C:18]5[C:17]([C:32](=[O:33])[C:31]([C:34]([OH:36])=[O:35])=[CH:30][N:29]5[CH:37]5[CH2:38][CH2:39]5)=[CH:16][C:21]=4[F:22])[CH2:24][CH2:25]3)=[CH:6][CH:7]=[N:8]2)=[CH:13][CH:12]=1, predict the reactants needed to synthesize it. The reactants are: Br[CH2:2][CH2:3][NH:4][C:5]1[C:14]2[C:9](=[CH:10][C:11]([Cl:15])=[CH:12][CH:13]=2)[N:8]=[CH:7][CH:6]=1.[CH:16]1[C:17]2[C:32](=[O:33])[C:31]([C:34]([OH:36])=[O:35])=[CH:30][N:29]([CH:37]3[CH2:39][CH2:38]3)[C:18]=2[CH:19]=[C:20]([N:23]2[CH2:28][CH2:27][NH:26][CH2:25][CH2:24]2)[C:21]=1[F:22].C(=O)([O-])[O-].[K+].[K+].Cl.CC(O)C. (4) Given the product [CH2:17]([N:14]1[CH2:13][CH2:12][C:11]([CH2:10][CH2:9][OH:8])([N:24]2[CH2:28][CH2:27][CH2:26][CH2:25]2)[CH2:16][CH2:15]1)[C:18]1[CH:23]=[CH:22][CH:21]=[CH:20][CH:19]=1, predict the reactants needed to synthesize it. The reactants are: [H-].[Al+3].[Li+].[H-].[H-].[H-].C[O:8][C:9](=O)[CH2:10][C:11]1([N:24]2[CH2:28][CH2:27][CH2:26][CH2:25]2)[CH2:16][CH2:15][N:14]([CH2:17][C:18]2[CH:23]=[CH:22][CH:21]=[CH:20][CH:19]=2)[CH2:13][CH2:12]1.O.[OH-].[Na+]. (5) The reactants are: [F:1][C:2]1[CH:8]=[CH:7][C:5]([NH2:6])=[CH:4][CH:3]=1.N1C=CC=CC=1.Cl[S:16]([C:19]1[CH:28]=[CH:27][C:22]([C:23]([O:25][CH3:26])=[O:24])=[CH:21][CH:20]=1)(=[O:18])=[O:17]. Given the product [CH3:26][O:25][C:23](=[O:24])[C:22]1[CH:21]=[CH:20][C:19]([S:16](=[O:17])(=[O:18])[NH:6][C:5]2[CH:7]=[CH:8][C:2]([F:1])=[CH:3][CH:4]=2)=[CH:28][CH:27]=1, predict the reactants needed to synthesize it. (6) Given the product [F:9][C:8]1[CH:7]=[C:6]([C:10]2[CH:11]=[N:12][N:13]([C:16]3[CH:24]=[CH:23][C:19]([C:20]([N:26]4[CH2:31][CH2:30][O:29][CH2:28][CH2:27]4)=[O:22])=[CH:18][N:17]=3)[C:14]=2[OH:15])[C:5]([CH3:25])=[CH:4][C:3]=1[C:1]#[N:2], predict the reactants needed to synthesize it. The reactants are: [C:1]([C:3]1[C:8]([F:9])=[CH:7][C:6]([C:10]2[CH:11]=[N:12][N:13]([C:16]3[CH:24]=[CH:23][C:19]([C:20]([OH:22])=O)=[CH:18][N:17]=3)[C:14]=2[OH:15])=[C:5]([CH3:25])[CH:4]=1)#[N:2].[NH:26]1[CH2:31][CH2:30][O:29][CH2:28][CH2:27]1. (7) Given the product [CH:25]1([CH:22]([NH:21][C:12]([C:10]2[CH:9]=[N:8][C:7]([N:15]3[CH2:18][C:17]([F:20])([F:19])[CH2:16]3)=[C:6]([O:5][CH2:4][CH:1]3[CH2:2][CH2:3]3)[N:11]=2)=[O:14])[CH2:23][OH:24])[CH2:27][CH2:26]1, predict the reactants needed to synthesize it. The reactants are: [CH:1]1([CH2:4][O:5][C:6]2[N:11]=[C:10]([C:12]([OH:14])=O)[CH:9]=[N:8][C:7]=2[N:15]2[CH2:18][C:17]([F:20])([F:19])[CH2:16]2)[CH2:3][CH2:2]1.[NH2:21][CH:22]([CH:25]1[CH2:27][CH2:26]1)[CH2:23][OH:24]. (8) Given the product [C:10]([C:9]1([C:4]2[CH:5]=[CH:6][C:7]([Cl:8])=[C:2]([Cl:1])[CH:3]=2)[CH2:43][CH2:42][N:34]([C:35]([O:36][C:37]([CH3:39])([CH3:38])[CH3:40])=[O:41])[CH2:33][CH2:32]1)#[N:11], predict the reactants needed to synthesize it. The reactants are: [Cl:1][C:2]1[CH:3]=[C:4]([CH2:9][C:10]#[N:11])[CH:5]=[CH:6][C:7]=1[Cl:8].C1OCCOCCOCCOCCOC1.[H-].[Na+].[Na+].[I-].Cl[CH2:32][CH2:33][N:34]([CH2:42][CH2:43]Cl)[C:35](=[O:41])[O:36][C:37]([CH3:40])([CH3:39])[CH3:38].[NH4+].[Cl-]. (9) Given the product [CH3:16][NH:17][C:18]([C:20]1[CH:25]=[CH:24][C:23]([N:26]([C:2](=[S:3])[NH:1][C:4]2[CH:11]=[CH:10][C:7]([C:8]#[N:9])=[C:6]([C:12]([F:13])([F:15])[F:14])[CH:5]=2)[CH2:27][CH2:28][C:29]([O:31][CH2:32][CH3:33])=[O:30])=[CH:22][C:21]=1[F:34])=[O:19], predict the reactants needed to synthesize it. The reactants are: [N:1]([C:4]1[CH:11]=[CH:10][C:7]([C:8]#[N:9])=[C:6]([C:12]([F:15])([F:14])[F:13])[CH:5]=1)=[C:2]=[S:3].[CH3:16][NH:17][C:18]([C:20]1[CH:25]=[CH:24][C:23]([NH:26][CH2:27][CH2:28][C:29]([O:31][CH2:32][CH3:33])=[O:30])=[CH:22][C:21]=1[F:34])=[O:19]. (10) Given the product [S:22]1[CH2:21][CH:20]=[C:19]([C:3]2[CH:4]=[CH:5][C:6]([N:8]3[CH2:9][C@H:36]([CH2:37][OH:39])[O:35][C:30]3=[O:34])=[CH:7][C:2]=2[F:1])[CH2:24][CH2:23]1, predict the reactants needed to synthesize it. The reactants are: [F:1][C:2]1[CH:7]=[C:6]([NH:8][C:9](OCC2C=CC=CC=2)=O)[CH:5]=[CH:4][C:3]=1[C:19]1[CH2:20][CH2:21][S:22][CH2:23][CH:24]=1.C([Li])CCC.[C:30]([O:35][CH2:36][C@@H:37]1[O:39]C1)(=[O:34])CCC.C(=O)(O)[O-].[Na+].